This data is from Full USPTO retrosynthesis dataset with 1.9M reactions from patents (1976-2016). The task is: Predict the reactants needed to synthesize the given product. The reactants are: [O:1]1[CH2:6][CH:5]=[C:4](B2OC(C)(C)C(C)(C)O2)[CH2:3][CH2:2]1.Br[C:17]1[NH:21][C:20]([C:22]2[CH:27]=[CH:26][C:25]([F:28])=[CH:24][CH:23]=2)=[N:19][C:18]=1[C:29]1[CH:30]=[C:31]([O:36][CH3:37])[C:32]([NH2:35])=[N:33][CH:34]=1.C([O-])([O-])=O.[Na+].[Na+]. Given the product [F:28][C:25]1[CH:24]=[CH:23][C:22]([C:20]2[NH:21][C:17]([CH:4]3[CH2:3][CH2:2][O:1][CH2:6][CH2:5]3)=[C:18]([C:29]3[CH:30]=[C:31]([O:36][CH3:37])[C:32]([NH2:35])=[N:33][CH:34]=3)[N:19]=2)=[CH:27][CH:26]=1, predict the reactants needed to synthesize it.